This data is from Reaction yield outcomes from USPTO patents with 853,638 reactions. The task is: Predict the reaction yield, written as a fraction of the theoretical maximum amount of product (1.0 means a 100% yield; for example, 0.34 means a 34% yield). The reactants are [O:1]1[CH2:4][CH:3]([OH:5])[CH2:2]1.[H-].[Na+].[Cl:8][C:9]1[N:14]=[C:13](Cl)[CH:12]=[CH:11][N:10]=1. The catalyst is O1CCCC1.CN(C)C=O.C(OCC)(=O)C. The product is [Cl:8][C:9]1[N:14]=[C:13]([O:5][CH:3]2[CH2:4][O:1][CH2:2]2)[CH:12]=[CH:11][N:10]=1. The yield is 0.360.